Dataset: Peptide-MHC class II binding affinity with 134,281 pairs from IEDB. Task: Regression. Given a peptide amino acid sequence and an MHC pseudo amino acid sequence, predict their binding affinity value. This is MHC class II binding data. The MHC is HLA-DPA10103-DPB10401 with pseudo-sequence HLA-DPA10103-DPB10401. The binding affinity (normalized) is 0.593. The peptide sequence is APTGMFVAGAKYMVI.